From a dataset of TCR-epitope binding with 47,182 pairs between 192 epitopes and 23,139 TCRs. Binary Classification. Given a T-cell receptor sequence (or CDR3 region) and an epitope sequence, predict whether binding occurs between them. (1) The epitope is FSKQLQQSM. The TCR CDR3 sequence is CASSQVPGYGNTIYF. Result: 0 (the TCR does not bind to the epitope). (2) The epitope is YIFFASFYY. Result: 1 (the TCR binds to the epitope). The TCR CDR3 sequence is CASSLEVSLPEQYF.